Dataset: NCI-60 drug combinations with 297,098 pairs across 59 cell lines. Task: Regression. Given two drug SMILES strings and cell line genomic features, predict the synergy score measuring deviation from expected non-interaction effect. (1) Drug 1: COC1=NC(=NC2=C1N=CN2C3C(C(C(O3)CO)O)O)N. Drug 2: CC1C(C(CC(O1)OC2CC(CC3=C2C(=C4C(=C3O)C(=O)C5=C(C4=O)C(=CC=C5)OC)O)(C(=O)CO)O)N)O.Cl. Cell line: HT29. Synergy scores: CSS=25.2, Synergy_ZIP=-2.90, Synergy_Bliss=-1.52, Synergy_Loewe=-24.9, Synergy_HSA=-1.65. (2) Drug 1: CC1CCC2CC(C(=CC=CC=CC(CC(C(=O)C(C(C(=CC(C(=O)CC(OC(=O)C3CCCCN3C(=O)C(=O)C1(O2)O)C(C)CC4CCC(C(C4)OC)O)C)C)O)OC)C)C)C)OC. Drug 2: CCC1(C2=C(COC1=O)C(=O)N3CC4=CC5=C(C=CC(=C5CN(C)C)O)N=C4C3=C2)O.Cl. Cell line: NCI/ADR-RES. Synergy scores: CSS=17.7, Synergy_ZIP=-7.83, Synergy_Bliss=0.372, Synergy_Loewe=-2.97, Synergy_HSA=-1.13. (3) Drug 1: CC1=CC2C(CCC3(C2CCC3(C(=O)C)OC(=O)C)C)C4(C1=CC(=O)CC4)C. Drug 2: CC1C(C(=O)NC(C(=O)N2CCCC2C(=O)N(CC(=O)N(C(C(=O)O1)C(C)C)C)C)C(C)C)NC(=O)C3=C4C(=C(C=C3)C)OC5=C(C(=O)C(=C(C5=N4)C(=O)NC6C(OC(=O)C(N(C(=O)CN(C(=O)C7CCCN7C(=O)C(NC6=O)C(C)C)C)C)C(C)C)C)N)C. Cell line: PC-3. Synergy scores: CSS=3.00, Synergy_ZIP=6.59, Synergy_Bliss=8.53, Synergy_Loewe=6.62, Synergy_HSA=5.31. (4) Drug 1: CC12CCC(CC1=CCC3C2CCC4(C3CC=C4C5=CN=CC=C5)C)O. Drug 2: C1=NC2=C(N=C(N=C2N1C3C(C(C(O3)CO)O)F)Cl)N. Cell line: NCI/ADR-RES. Synergy scores: CSS=23.3, Synergy_ZIP=-5.51, Synergy_Bliss=-11.0, Synergy_Loewe=-16.9, Synergy_HSA=-9.70. (5) Drug 1: CCC1=C2CN3C(=CC4=C(C3=O)COC(=O)C4(CC)O)C2=NC5=C1C=C(C=C5)O. Drug 2: C1=NC(=NC(=O)N1C2C(C(C(O2)CO)O)O)N. Cell line: 786-0. Synergy scores: CSS=23.7, Synergy_ZIP=-4.39, Synergy_Bliss=2.21, Synergy_Loewe=-19.0, Synergy_HSA=1.61. (6) Drug 1: CN(C)N=NC1=C(NC=N1)C(=O)N. Drug 2: C1CC(C1)(C(=O)O)C(=O)O.[NH2-].[NH2-].[Pt+2]. Cell line: SR. Synergy scores: CSS=54.8, Synergy_ZIP=-2.89, Synergy_Bliss=-4.13, Synergy_Loewe=-27.4, Synergy_HSA=-2.98. (7) Drug 1: CC12CCC(CC1=CCC3C2CCC4(C3CC=C4C5=CN=CC=C5)C)O. Drug 2: CC12CCC3C(C1CCC2=O)CC(=C)C4=CC(=O)C=CC34C. Cell line: OVCAR-5. Synergy scores: CSS=38.3, Synergy_ZIP=0.811, Synergy_Bliss=0.724, Synergy_Loewe=-10.1, Synergy_HSA=1.17. (8) Drug 1: CCC1(CC2CC(C3=C(CCN(C2)C1)C4=CC=CC=C4N3)(C5=C(C=C6C(=C5)C78CCN9C7C(C=CC9)(C(C(C8N6C=O)(C(=O)OC)O)OC(=O)C)CC)OC)C(=O)OC)O.OS(=O)(=O)O. Drug 2: CN1C2=C(C=C(C=C2)N(CCCl)CCCl)N=C1CCCC(=O)O.Cl. Cell line: MCF7. Synergy scores: CSS=-1.96, Synergy_ZIP=1.33, Synergy_Bliss=1.29, Synergy_Loewe=-3.46, Synergy_HSA=-1.91. (9) Drug 1: CC1OCC2C(O1)C(C(C(O2)OC3C4COC(=O)C4C(C5=CC6=C(C=C35)OCO6)C7=CC(=C(C(=C7)OC)O)OC)O)O. Drug 2: CC1=C(C(CCC1)(C)C)C=CC(=CC=CC(=CC(=O)O)C)C. Cell line: NCI-H322M. Synergy scores: CSS=9.22, Synergy_ZIP=-0.757, Synergy_Bliss=0.470, Synergy_Loewe=1.63, Synergy_HSA=1.26. (10) Drug 1: C1C(C(OC1N2C=C(C(=O)NC2=O)F)CO)O. Drug 2: CN(CCCl)CCCl.Cl. Cell line: NCI-H522. Synergy scores: CSS=31.6, Synergy_ZIP=-3.53, Synergy_Bliss=-4.71, Synergy_Loewe=-1.65, Synergy_HSA=-0.932.